The task is: Regression. Given two drug SMILES strings and cell line genomic features, predict the synergy score measuring deviation from expected non-interaction effect.. This data is from NCI-60 drug combinations with 297,098 pairs across 59 cell lines. Drug 1: C1CCN(CC1)CCOC2=CC=C(C=C2)C(=O)C3=C(SC4=C3C=CC(=C4)O)C5=CC=C(C=C5)O. Drug 2: CCCCC(=O)OCC(=O)C1(CC(C2=C(C1)C(=C3C(=C2O)C(=O)C4=C(C3=O)C=CC=C4OC)O)OC5CC(C(C(O5)C)O)NC(=O)C(F)(F)F)O. Cell line: HL-60(TB). Synergy scores: CSS=-3.57, Synergy_ZIP=6.23, Synergy_Bliss=7.04, Synergy_Loewe=-6.75, Synergy_HSA=-6.78.